This data is from Peptide-MHC class I binding affinity with 185,985 pairs from IEDB/IMGT. The task is: Regression. Given a peptide amino acid sequence and an MHC pseudo amino acid sequence, predict their binding affinity value. This is MHC class I binding data. (1) The peptide sequence is QKDINTPGY. The MHC is HLA-B08:01 with pseudo-sequence HLA-B08:01. The binding affinity (normalized) is 0.0847. (2) The peptide sequence is YMHGSIHEV. The binding affinity (normalized) is 0.936. The MHC is HLA-A02:11 with pseudo-sequence HLA-A02:11. (3) The peptide sequence is KSYEHQTPF. The MHC is HLA-C03:03 with pseudo-sequence HLA-C03:03. The binding affinity (normalized) is 0.671. (4) The peptide sequence is ISNQEPLKL. The MHC is HLA-A03:01 with pseudo-sequence HLA-A03:01. The binding affinity (normalized) is 0.0847. (5) The peptide sequence is LMRGVKWLK. The MHC is HLA-A01:01 with pseudo-sequence HLA-A01:01. The binding affinity (normalized) is 0.0847.